Regression. Given two drug SMILES strings and cell line genomic features, predict the synergy score measuring deviation from expected non-interaction effect. From a dataset of NCI-60 drug combinations with 297,098 pairs across 59 cell lines. (1) Drug 1: C1CN1C2=NC(=NC(=N2)N3CC3)N4CC4. Drug 2: CC1C(C(CC(O1)OC2CC(OC(C2O)C)OC3=CC4=CC5=C(C(=O)C(C(C5)C(C(=O)C(C(C)O)O)OC)OC6CC(C(C(O6)C)O)OC7CC(C(C(O7)C)O)OC8CC(C(C(O8)C)O)(C)O)C(=C4C(=C3C)O)O)O)O. Cell line: OVCAR-4. Synergy scores: CSS=34.9, Synergy_ZIP=-1.56, Synergy_Bliss=0.422, Synergy_Loewe=-18.6, Synergy_HSA=-0.743. (2) Drug 1: CC12CCC3C(C1CCC2O)C(CC4=C3C=CC(=C4)O)CCCCCCCCCS(=O)CCCC(C(F)(F)F)(F)F. Drug 2: COC1=NC(=NC2=C1N=CN2C3C(C(C(O3)CO)O)O)N. Cell line: NCIH23. Synergy scores: CSS=-2.14, Synergy_ZIP=-0.590, Synergy_Bliss=-4.53, Synergy_Loewe=-6.96, Synergy_HSA=-6.58. (3) Drug 1: CC1C(C(=O)NC(C(=O)N2CCCC2C(=O)N(CC(=O)N(C(C(=O)O1)C(C)C)C)C)C(C)C)NC(=O)C3=C4C(=C(C=C3)C)OC5=C(C(=O)C(=C(C5=N4)C(=O)NC6C(OC(=O)C(N(C(=O)CN(C(=O)C7CCCN7C(=O)C(NC6=O)C(C)C)C)C)C(C)C)C)N)C. Drug 2: C1CC(C1)(C(=O)O)C(=O)O.[NH2-].[NH2-].[Pt+2]. Cell line: IGROV1. Synergy scores: CSS=32.2, Synergy_ZIP=-7.09, Synergy_Bliss=0.00854, Synergy_Loewe=4.50, Synergy_HSA=4.97.